This data is from Forward reaction prediction with 1.9M reactions from USPTO patents (1976-2016). The task is: Predict the product of the given reaction. (1) Given the reactants [CH3:1][O:2][C:3]1[CH:4]=[C:5]2[C:10](=[CH:11][CH:12]=1)[CH:9]([CH2:13][C:14]1[CH:19]=[CH:18][C:17]([O:20][CH2:21][C:22]3[CH:27]=[CH:26][CH:25]=[CH:24][CH:23]=3)=[CH:16][CH:15]=1)[NH:8][CH2:7][CH2:6]2.C(N(CC)CC)C.[C:35](Cl)(=[O:42])[C:36]1[CH:41]=[CH:40][CH:39]=[CH:38][CH:37]=1, predict the reaction product. The product is: [C:35]([N:8]1[CH2:7][CH2:6][C:5]2[C:10](=[CH:11][CH:12]=[C:3]([O:2][CH3:1])[CH:4]=2)[CH:9]1[CH2:13][C:14]1[CH:19]=[CH:18][C:17]([O:20][CH2:21][C:22]2[CH:27]=[CH:26][CH:25]=[CH:24][CH:23]=2)=[CH:16][CH:15]=1)(=[O:42])[C:36]1[CH:41]=[CH:40][CH:39]=[CH:38][CH:37]=1. (2) Given the reactants Br[CH2:2][C:3]([C:5]1[CH:10]=[CH:9][CH:8]=[C:7]([C:11]([F:14])([F:13])[F:12])[CH:6]=1)=[O:4].[OH2:15], predict the reaction product. The product is: [F:12][C:11]([F:14])([F:13])[C:7]1[CH:6]=[C:5]([C:3](=[O:4])[CH2:2][OH:15])[CH:10]=[CH:9][CH:8]=1. (3) Given the reactants [CH2:1]([NH:8][C:9]([C:11]1[S:15][C:14]([NH:16][C:17](=[O:26])[C:18]2[CH:23]=[CH:22][C:21]([C:24]#[N:25])=[CH:20][CH:19]=2)=[N:13][C:12]=1[CH3:27])=[O:10])[C:2]1[CH:7]=[CH:6][CH:5]=[CH:4][CH:3]=1.[N-:28]=[N+:29]=[N-:30].[Na+].[Cl-].[NH4+].Cl, predict the reaction product. The product is: [CH2:1]([NH:8][C:9]([C:11]1[S:15][C:14]([NH:16][C:17](=[O:26])[C:18]2[CH:19]=[CH:20][C:21]([C:24]3[N:28]=[N:29][NH:30][N:25]=3)=[CH:22][CH:23]=2)=[N:13][C:12]=1[CH3:27])=[O:10])[C:2]1[CH:7]=[CH:6][CH:5]=[CH:4][CH:3]=1. (4) Given the reactants [NH2:1][C:2]1[C:12]2[CH2:11][N:10]([CH2:13][C:14]3[CH:19]=[CH:18][CH:17]=[CH:16][CH:15]=3)[CH2:9][C:8](=[O:20])[NH:7][C:6]=2[CH:5]=[CH:4][C:3]=1[O:21][CH3:22].Cl[C:24]1[N:29]=[C:28]([NH:30][C@@H:31]2[CH2:36][CH2:35][CH2:34][CH2:33][C@H:32]2[NH:37][S:38]([CH3:41])(=[O:40])=[O:39])[C:27]([Cl:42])=[CH:26][N:25]=1.Cl.O1CCOCC1, predict the reaction product. The product is: [CH2:13]([N:10]1[CH2:11][C:12]2[C:2]([NH:1][C:24]3[N:29]=[C:28]([NH:30][C@@H:31]4[CH2:36][CH2:35][CH2:34][CH2:33][C@H:32]4[NH:37][S:38]([CH3:41])(=[O:39])=[O:40])[C:27]([Cl:42])=[CH:26][N:25]=3)=[C:3]([O:21][CH3:22])[CH:4]=[CH:5][C:6]=2[NH:7][C:8](=[O:20])[CH2:9]1)[C:14]1[CH:19]=[CH:18][CH:17]=[CH:16][CH:15]=1. (5) Given the reactants [F:1][CH2:2][S:3][C:4]1[CH:9]=[CH:8][C:7]([CH3:10])=[CH:6][CH:5]=1.CO.C1C(=O)N(Br)C(=[O:16])C1, predict the reaction product. The product is: [F:1][CH2:2][S:3]([C:4]1[CH:9]=[CH:8][C:7]([CH3:10])=[CH:6][CH:5]=1)=[O:16].